Task: Predict the reaction yield, written as a fraction of the theoretical maximum amount of product (1.0 means a 100% yield; for example, 0.34 means a 34% yield).. Dataset: Reaction yield outcomes from USPTO patents with 853,638 reactions (1) The catalyst is C1COCC1. The product is [Cl:34][C:26]1[CH:27]=[C:28]([CH:32]=[CH:33][C:25]=1[F:24])[C:29]([NH:17][C:14]1[CH:15]=[CH:16][C:11]([O:10][CH2:9][CH2:8][N:5]2[CH2:6][CH2:7][CH:2]([F:1])[CH2:3][CH2:4]2)=[C:12]([C:18]2[N:19]([CH3:23])[N:20]=[CH:21][CH:22]=2)[CH:13]=1)=[O:30]. The yield is 0.500. The reactants are [F:1][CH:2]1[CH2:7][CH2:6][N:5]([CH2:8][CH2:9][O:10][C:11]2[CH:16]=[CH:15][C:14]([NH2:17])=[CH:13][C:12]=2[C:18]2[N:19]([CH3:23])[N:20]=[CH:21][CH:22]=2)[CH2:4][CH2:3]1.[F:24][C:25]1[CH:33]=[CH:32][C:28]([C:29](Cl)=[O:30])=[CH:27][C:26]=1[Cl:34].C(N(CC)CC)C. (2) The reactants are [Br:1][C:2]1[CH:3]=[C:4]([C:7](=[O:12])[C:8]([Cl:11])([Cl:10])[Cl:9])[NH:5][CH:6]=1.Cl[C:14](Cl)(Cl)C(C1N(C)C=CC=1)=O. No catalyst specified. The product is [Br:1][C:2]1[CH:3]=[C:4]([C:7](=[O:12])[C:8]([Cl:9])([Cl:10])[Cl:11])[N:5]([CH3:14])[CH:6]=1. The yield is 0.810. (3) The reactants are B(Cl)(Cl)Cl.ClCCl.COC1C(CC2C=CC=CC=2)=NC=CN=1.[CH3:23][O:24][C:25]1[C@@H:26]([CH:45]([CH3:47])[CH3:46])[N:27]=[C:28]([O:43][CH3:44])[C@H:29]([CH2:31][C:32]2[CH:37]=[C:36]([CH:38]=[O:39])[C:35]([O:40]C)=[CH:34][C:33]=2[I:42])[N:30]=1. No catalyst specified. The product is [CH3:23][O:24][C:25]1[C@@H:26]([CH:45]([CH3:47])[CH3:46])[N:27]=[C:28]([O:43][CH3:44])[C@H:29]([CH2:31][C:32]2[CH:37]=[C:36]([CH:38]=[O:39])[C:35]([OH:40])=[CH:34][C:33]=2[I:42])[N:30]=1. The yield is 0.320. (4) The reactants are [CH3:1][C:2]1([CH3:16])[O:6][B:5]([C:7]2[CH:12]=[CH:11][C:10]([OH:13])=[CH:9][CH:8]=2)[O:4][C:3]1([CH3:15])[CH3:14].[F:17][C:18]1[CH:19]=[C:20](B(O)O)[CH:21]=[CH:22][CH:23]=1.C(N(CC)CC)C. The catalyst is ClCCl. The product is [F:17][C:18]1[CH:23]=[C:22]([CH:21]=[CH:20][CH:19]=1)[O:13][C:10]1[CH:11]=[CH:12][C:7]([B:5]2[O:4][C:3]([CH3:15])([CH3:14])[C:2]([CH3:16])([CH3:1])[O:6]2)=[CH:8][CH:9]=1. The yield is 0.250.